This data is from Full USPTO retrosynthesis dataset with 1.9M reactions from patents (1976-2016). The task is: Predict the reactants needed to synthesize the given product. (1) Given the product [F:40][C:4]1[CH:3]=[CH:2][C:1]([S:7]([NH:10][C:11]2[S:15][C:14]3[CH2:16][CH2:17][CH2:18][CH2:19][C:13]=3[C:12]=2[C:20]([O:22][CH2:23][CH3:24])=[O:21])(=[O:9])=[O:8])=[CH:6][CH:5]=1, predict the reactants needed to synthesize it. The reactants are: [C:1]1([S:7]([NH:10][C:11]2[S:15][C:14]3[CH2:16][CH2:17][CH2:18][CH2:19][C:13]=3[C:12]=2[C:20]([O:22][CH2:23][CH3:24])=[O:21])(=[O:9])=[O:8])[CH:6]=[CH:5][CH:4]=[CH:3][CH:2]=1.NC1SC2CCCCC=2C=1C(OCC)=O.[F:40]C1C=CC(S(Cl)(=O)=O)=CC=1. (2) Given the product [CH3:1][C@H:2]1[CH2:7][N:6]2[N:8]=[CH:9][C:10]([N:11]3[CH2:15][CH:14]([C:16]4[N:20]=[C:19]([CH3:21])[O:18][N:17]=4)[CH2:13][C:12]3=[O:22])=[C:5]2[CH2:4][N:3]1[C:23]([NH:48][C:42]1[CH:41]=[C:40]([F:39])[C:45]([F:46])=[C:44]([F:47])[CH:43]=1)=[O:25], predict the reactants needed to synthesize it. The reactants are: [CH3:1][C@H:2]1[CH2:7][N:6]2[N:8]=[CH:9][C:10]([N:11]3[CH2:15][CH:14]([C:16]4[N:20]=[C:19]([CH3:21])[O:18][N:17]=4)[CH2:13][C:12]3=[O:22])=[C:5]2[CH2:4][N:3]1[C:23]([O:25]C(C)(C)C)=O.CCN(C(C)C)C(C)C.[F:39][C:40]1[CH:41]=[C:42]([NH:48]C(=O)OC2C=CC=CC=2)[CH:43]=[C:44]([F:47])[C:45]=1[F:46]. (3) Given the product [CH2:1]([O:3][C:4](=[O:22])[CH:5]([N:7]1[C:12]2[CH:13]=[C:14]([NH2:18])[C:15]([F:17])=[CH:16][C:11]=2[O:10][CH2:9][C:8]1=[S:21])[CH3:6])[CH3:2], predict the reactants needed to synthesize it. The reactants are: [CH2:1]([O:3][C:4](=[O:22])[CH:5]([N:7]1[C:12]2[CH:13]=[C:14]([N+:18]([O-])=O)[C:15]([F:17])=[CH:16][C:11]=2[O:10][CH2:9][C:8]1=[S:21])[CH3:6])[CH3:2].[Cl-].[NH4+]. (4) Given the product [OH:1][CH2:2][CH:3]([NH:11][C:13]1[S:12][CH2:18][C:16](=[O:17])[N:15]=1)[CH2:4][C:5]1[CH:6]=[CH:7][CH:8]=[CH:9][CH:10]=1, predict the reactants needed to synthesize it. The reactants are: [OH:1][CH2:2][C@H:3]([NH2:11])[CH2:4][C:5]1[CH:10]=[CH:9][CH:8]=[CH:7][CH:6]=1.[S:12]1[CH2:18][C:16](=[O:17])[NH:15][C:13]1=S.C(N(C(C)C)CC)(C)C. (5) Given the product [C:17]1([C:16]2[N:24]=[C:4]([OH:14])[CH:5]=[C:6]([C:7]3[CH:8]=[CH:9][CH:10]=[CH:11][CH:12]=3)[N:23]=2)[CH:22]=[CH:21][CH:20]=[CH:19][CH:18]=1, predict the reactants needed to synthesize it. The reactants are: C(O[C:4](=[O:14])[CH2:5][C:6](=O)[C:7]1[CH:12]=[CH:11][CH:10]=[CH:9][CH:8]=1)C.Cl.[C:16]([NH2:24])(=[NH:23])[C:17]1[CH:22]=[CH:21][CH:20]=[CH:19][CH:18]=1. (6) Given the product [CH2:1]([N:8]1[C:16]2[C:11](=[C:12]([C:24]3[CH:23]=[CH:22][C:21]([O:20][C:19]([F:18])([F:30])[F:31])=[CH:26][CH:25]=3)[CH:13]=[CH:14][CH:15]=2)[CH:10]=[CH:9]1)[C:2]1[CH:7]=[CH:6][CH:5]=[CH:4][CH:3]=1, predict the reactants needed to synthesize it. The reactants are: [CH2:1]([N:8]1[C:16]2[C:11](=[C:12](Br)[CH:13]=[CH:14][CH:15]=2)[CH:10]=[CH:9]1)[C:2]1[CH:7]=[CH:6][CH:5]=[CH:4][CH:3]=1.[F:18][C:19]([F:31])([F:30])[O:20][C:21]1[CH:26]=[CH:25][C:24](B(O)O)=[CH:23][CH:22]=1.ClCCl.C(=O)([O-])[O-].[K+].[K+]. (7) Given the product [CH2:21]([O:20][C:16]1[N:15]=[C:14]([C:12]2[S:4][C:3]3[CH:5]=[CH:6][CH:7]=[CH:8][C:2]=3[C:1](=[O:10])[N:13]=2)[CH:19]=[CH:18][CH:17]=1)[CH2:22][CH3:23], predict the reactants needed to synthesize it. The reactants are: [C:1]([O:10]C)(=O)[C:2]1[C:3](=[CH:5][CH:6]=[CH:7][CH:8]=1)[SH:4].[C:12]([C:14]1[CH:19]=[CH:18][CH:17]=[C:16]([O:20][CH2:21][CH2:22][CH3:23])[N:15]=1)#[N:13].C(N(CC)CC)C. (8) Given the product [Cl:16][C:10]1[CH:11]=[C:12]([Cl:15])[CH:13]=[CH:14][C:9]=1[CH:5]([CH2:6][CH2:7][CH3:8])[CH2:4][NH:3][O:2][CH3:1], predict the reactants needed to synthesize it. The reactants are: [CH3:1][O:2][N:3]=[CH:4][CH:5]([C:9]1[CH:14]=[CH:13][C:12]([Cl:15])=[CH:11][C:10]=1[Cl:16])[CH2:6][CH2:7][CH3:8].C([BH3-])#N.[Na+]. (9) The reactants are: [CH2:1]1[O:9][C:8]2[CH:7]=[CH:6][C:5]([OH:10])=[CH:4][C:3]=2[O:2]1.[CH2:11]([O:14][C:15]1[C:22]([O:23][CH3:24])=[CH:21][C:18]([CH:19]=O)=[CH:17][C:16]=1[Br:25])[CH:12]=[CH2:13].[C:26]([CH2:28][C:29]([O:31][CH2:32][CH3:33])=[O:30])#[N:27].N1CCCCC1. Given the product [CH2:32]([O:31][C:29]([C:28]1[CH:19]([C:18]2[CH:21]=[C:22]([O:23][CH3:24])[C:15]([O:14][CH2:11][CH:12]=[CH2:13])=[C:16]([Br:25])[CH:17]=2)[C:6]2[CH:7]=[C:8]3[O:9][CH2:1][O:2][C:3]3=[CH:4][C:5]=2[O:10][C:26]=1[NH2:27])=[O:30])[CH3:33], predict the reactants needed to synthesize it.